From a dataset of HIV replication inhibition screening data with 41,000+ compounds from the AIDS Antiviral Screen. Binary Classification. Given a drug SMILES string, predict its activity (active/inactive) in a high-throughput screening assay against a specified biological target. (1) The molecule is O=C(NC1=C(Cl)C(=O)c2ccccc2C1=O)C(=O)C(C(=O)c1ccc2ccccc2c1)C1OC(=O)c2ccccc21. The result is 0 (inactive). (2) The molecule is Cc1cc(S(=O)(=O)Nc2nc(-c3ccccn3)n[nH]2)c(S)cc1Cl. The result is 0 (inactive). (3) The compound is CCCCC#CCC(C(=O)O)C(=O)O. The result is 0 (inactive). (4) The compound is O=C(CCc1ccc(O)cc1)NCCc1cccc(O)c1. The result is 1 (active).